Dataset: Reaction yield outcomes from USPTO patents with 853,638 reactions. Task: Predict the reaction yield, written as a fraction of the theoretical maximum amount of product (1.0 means a 100% yield; for example, 0.34 means a 34% yield). (1) The reactants are CN(C(ON1N=NC2C=CC=NC1=2)=[N+](C)C)C.F[P-](F)(F)(F)(F)F.[CH2:25]([O:32][C:33]1[C:34]([O:56][CH2:57][C:58](O)=[O:59])=[C:35]([C:51]([O:53][CH2:54][CH3:55])=[O:52])[N:36]([C:43]2[CH:48]=[CH:47][C:46]([O:49][CH3:50])=[CH:45][CH:44]=2)[C:37]=1[C:38]([O:40][CH2:41][CH3:42])=[O:39])[C:26]1[CH:31]=[CH:30][CH:29]=[CH:28][CH:27]=1.CCN(C(C)C)C(C)C.[NH4+:70].[Cl-]. The catalyst is C1COCC1. The product is [NH2:70][C:58](=[O:59])[CH2:57][O:56][C:34]1[C:33]([O:32][CH2:25][C:26]2[CH:27]=[CH:28][CH:29]=[CH:30][CH:31]=2)=[C:37]([C:38]([O:40][CH2:41][CH3:42])=[O:39])[N:36]([C:43]2[CH:44]=[CH:45][C:46]([O:49][CH3:50])=[CH:47][CH:48]=2)[C:35]=1[C:51]([O:53][CH2:54][CH3:55])=[O:52]. The yield is 0.660. (2) The reactants are [CH3:1][C:2]([CH3:22])([CH3:21])[C:3]#[C:4][C:5]1[CH:10]=[C:9]([N+:11]([O-:13])=[O:12])[CH:8]=[C:7]([F:14])[C:6]=1[NH:15]C(=O)CCC.CC([O-])(C)C.[K+].O. The product is [C:2]([C:3]1[NH:15][C:6]2[C:5]([CH:4]=1)=[CH:10][C:9]([N+:11]([O-:13])=[O:12])=[CH:8][C:7]=2[F:14])([CH3:22])([CH3:21])[CH3:1]. The catalyst is CN(C=O)C. The yield is 0.810. (3) The reactants are C([O:3][C:4]([C:6]1[CH:7]=[N:8][N:9]([C:11]2[N:15](COCCOC)[C:14]3[CH:22]=[CH:23][C:24]([F:27])=[C:25]([CH3:26])[C:13]=3[N:12]=2)[CH:10]=1)=[O:5])C.Cl. The catalyst is C(O)(=O)C. The yield is 0.600. The product is [F:27][C:24]1[CH:23]=[CH:22][C:14]2[NH:15][C:11]([N:9]3[CH:10]=[C:6]([C:4]([OH:5])=[O:3])[CH:7]=[N:8]3)=[N:12][C:13]=2[C:25]=1[CH3:26]. (4) The product is [C:4]1(=[O:34])[N:5]([CH2:6][CH2:7][NH:8][C:9]([N:11]2[CH2:15][C@@H:14]([S:16][C:44]([CH3:47])([CH3:46])[CH3:45])[C@H:13]([NH:17][S:18]([C:21]3[CH:26]=[CH:25][C:24]([O:27][C:28]4[CH:33]=[CH:32][CH:31]=[CH:30][CH:29]=4)=[CH:23][CH:22]=3)(=[O:20])=[O:19])[CH2:12]2)=[O:10])[C:1](=[O:39])[C:2]2=[CH:38][CH:37]=[CH:36][CH:35]=[C:3]12. The catalyst is C(OCC)(=O)C.CCCCCC.C(Cl)Cl. The yield is 0.840. The reactants are [C:1]1(=[O:39])[N:5]([CH2:6][CH2:7][NH:8][C:9]([N:11]2[CH2:15][C@@H:14]([SH:16])[C@H:13]([NH:17][S:18]([C:21]3[CH:26]=[CH:25][C:24]([O:27][C:28]4[CH:33]=[CH:32][CH:31]=[CH:30][CH:29]=4)=[CH:23][CH:22]=3)(=[O:20])=[O:19])[CH2:12]2)=[O:10])[C:4](=[O:34])[C:3]2=[CH:35][CH:36]=[CH:37][CH:38]=[C:2]12.Cl.C(N1C[C@@H](S[C:44]([CH3:47])([CH3:46])[CH3:45])[C@H](NS(C2C=CC(OC3C=CC=CC=3)=CC=2)(=O)=O)C1)(O[C:44]([CH3:47])([CH3:46])[CH3:45])=O.C(N(C(C)C)CC)(C)C.ClC(Cl)(OC(=O)OC(Cl)(Cl)Cl)Cl.Cl.C1(=O)N(CCN)C(=O)C2=CC=CC=C12. (5) The reactants are [F:1][C:2]1[CH:11]=[CH:10][C:5]([C:6]([NH:8][NH2:9])=[O:7])=[CH:4][CH:3]=1.[CH2:12](OC(OCC)OCC)C. No catalyst specified. The product is [F:1][C:2]1[CH:11]=[CH:10][C:5]([C:6]2[O:7][CH:12]=[N:9][N:8]=2)=[CH:4][CH:3]=1. The yield is 0.570. (6) The reactants are [CH3:1][O:2][C:3]1[CH:4]=[CH:5][C:6]2[S:10][C:9]([C:11]([N:13]3[CH2:18][CH2:17][O:16][CH2:15][CH2:14]3)=[O:12])=[N:8][C:7]=2[C:19]=1[N+:20]([O-])=O. The catalyst is [Pd].CO. The product is [CH3:1][O:2][C:3]1[C:19]([NH2:20])=[C:7]2[N:8]=[C:9]([C:11]([N:13]3[CH2:14][CH2:15][O:16][CH2:17][CH2:18]3)=[O:12])[S:10][C:6]2=[CH:5][CH:4]=1. The yield is 0.910. (7) The catalyst is C(O)C. The yield is 0.920. The product is [N:12]1([CH2:18][CH2:19][NH:20][C:21]([C:23]2[NH:24][C:25]([CH:29]=[C:10]3[C:3]4[C:4](=[N:5][CH:6]=[CH:7][C:2]=4[Cl:1])[NH:8][C:9]3=[O:11])=[C:26]([CH3:28])[CH:27]=2)=[O:22])[CH2:13][CH2:14][O:15][CH2:16][CH2:17]1. The reactants are [Cl:1][C:2]1[CH:7]=[CH:6][N:5]=[C:4]2[NH:8][C:9](=[O:11])[CH2:10][C:3]=12.[N:12]1([CH2:18][CH2:19][NH:20][C:21]([C:23]2[NH:24][C:25]([CH:29]=O)=[C:26]([CH3:28])[CH:27]=2)=[O:22])[CH2:17][CH2:16][O:15][CH2:14][CH2:13]1.N1CCCCC1. (8) The reactants are Cl[CH2:2][C:3]([NH:5][C:6]1[CH:27]=[CH:26][C:9]2[N:10]=[C:11]([NH:14][CH:15]3[C:23]4[C:18](=[CH:19][CH:20]=[CH:21][C:22]=4[O:24][CH3:25])[CH2:17][CH2:16]3)[O:12][CH2:13][C:8]=2[CH:7]=1)=[O:4].[NH:28]1[CH2:33][CH2:32][O:31][CH2:30][CH2:29]1. The catalyst is C(#N)C. The product is [CH3:25][O:24][C:22]1[CH:21]=[CH:20][CH:19]=[C:18]2[C:23]=1[CH:15]([NH:14][C:11]1[O:12][CH2:13][C:8]3[CH:7]=[C:6]([NH:5][C:3](=[O:4])[CH2:2][N:28]4[CH2:33][CH2:32][O:31][CH2:30][CH2:29]4)[CH:27]=[CH:26][C:9]=3[N:10]=1)[CH2:16][CH2:17]2. The yield is 0.970.